Binary Classification. Given a drug SMILES string, predict its activity (active/inactive) in a high-throughput screening assay against a specified biological target. From a dataset of HIV replication inhibition screening data with 41,000+ compounds from the AIDS Antiviral Screen. (1) The result is 0 (inactive). The drug is O=C1c2ccccc2C(=O)c2sc(Nc3ccc(Cl)cc3)nc21. (2) The compound is CCCCCCCCCCCCCC(=O)OCC(C[As](=O)(O)O)OC(=O)CCCCCCCCCCCCC. The result is 0 (inactive). (3) The result is 0 (inactive). The drug is O=C1CCC(N2C(=O)C3C(C2=O)C2(Cl)C(Cl)=C(Cl)C3(Cl)C2(Cl)Cl)C(=O)N1. (4) The molecule is CCOC(=O)C(CSSCC(NC(C)=O)C(=O)OCC)NC(C)=O. The result is 0 (inactive). (5) The compound is C#CC1(O)CCC2C3CCc4cc(Oc5nc(F)nc(-c6c7cc8ccccc8cc7c7n6CCS7)n5)ccc4C3CCC21C. The result is 0 (inactive). (6) The compound is O=C(O)C(=O)C=Cc1ccc(Cl)cc1. The result is 0 (inactive).